This data is from Reaction yield outcomes from USPTO patents with 853,638 reactions. The task is: Predict the reaction yield, written as a fraction of the theoretical maximum amount of product (1.0 means a 100% yield; for example, 0.34 means a 34% yield). (1) The reactants are [CH3:1][CH:2]1[C:6](=[O:7])[CH2:5][CH2:4][C:3]1=[O:8].CI.[OH-].[K+].O1CCOC[CH2:14]1. The catalyst is O. The product is [CH3:1][C:2]1([CH3:14])[C:6](=[O:7])[CH2:5][CH2:4][C:3]1=[O:8]. The yield is 0.930. (2) The reactants are [N:1]1[C:10]2[C:5](=[C:6]([C:11]3[N:12]=[C:13]([NH2:18])[C:14]([NH2:17])=[N:15][CH:16]=3)[CH:7]=[CH:8][CH:9]=2)[CH:4]=[CH:3][CH:2]=1.NC1C(NCC2C=C[C:41]([O:44]C)=CC=2)=NC(C2C=CC=C3C=2C=CC=N3)=CN=1. The catalyst is FC(F)(F)C(O)=O.ClCCl.C1(S)C=CC=CC=1. The product is [N:1]1[C:10]2[C:5](=[C:6]([C:11]3[N:12]=[C:13]4[NH:18][C:41](=[O:44])[NH:17][C:14]4=[N:15][CH:16]=3)[CH:7]=[CH:8][CH:9]=2)[CH:4]=[CH:3][CH:2]=1. The yield is 0.570.